This data is from Reaction yield outcomes from USPTO patents with 853,638 reactions. The task is: Predict the reaction yield, written as a fraction of the theoretical maximum amount of product (1.0 means a 100% yield; for example, 0.34 means a 34% yield). (1) The reactants are Cl[C:2]1[N:7]=[C:6]([NH:8][CH2:9][C:10]2[CH:15]=[CH:14][CH:13]=[C:12]([O:16][CH3:17])[CH:11]=2)[C:5]([Cl:18])=[CH:4][N:3]=1.[CH3:19][O:20][C:21]1[CH:22]=[C:23]([NH2:27])[CH:24]=[CH:25][CH:26]=1.O.C1(C)C=CC(S(O)(=O)=O)=CC=1.C([O-])(O)=O.[Na+]. The catalyst is O1CCOCC1. The product is [Cl:18][C:5]1[C:6]([NH:8][CH2:9][C:10]2[CH:15]=[CH:14][CH:13]=[C:12]([O:16][CH3:17])[CH:11]=2)=[N:7][C:2]([NH:27][C:23]2[CH:24]=[CH:25][CH:26]=[C:21]([O:20][CH3:19])[CH:22]=2)=[N:3][CH:4]=1. The yield is 0.300. (2) The reactants are [N+:1]([C:4]1[CH:5]=[C:6]2[C:11](=[CH:12][CH:13]=1)[NH:10][C:9](=[O:14])[CH2:8][CH2:7]2)([O-:3])=[O:2].[H-].[Na+].[Cl:17][CH2:18][CH2:19][CH2:20]I. The catalyst is O. The product is [Cl:17][CH2:18][CH2:19][CH2:20][N:10]1[C:11]2[C:6](=[CH:5][C:4]([N+:1]([O-:3])=[O:2])=[CH:13][CH:12]=2)[CH2:7][CH2:8][C:9]1=[O:14]. The yield is 0.733. (3) The reactants are [C:1]12([NH2:11])[CH2:10][CH:5]3[CH2:6][CH:7]([CH2:9][CH:3]([CH2:4]3)[CH2:2]1)[CH2:8]2.[OH:12][C:13]1[CH:20]=[CH:19][C:16]([CH:17]=O)=[CH:15][C:14]=1[CH3:21]. No catalyst specified. The product is [C:1]12([NH:11][CH2:17][C:16]3[CH:19]=[CH:20][C:13]([OH:12])=[C:14]([CH3:21])[CH:15]=3)[CH2:8][CH:7]3[CH2:6][CH:5]([CH2:4][CH:3]([CH2:9]3)[CH2:2]1)[CH2:10]2. The yield is 0.650.